Dataset: Catalyst prediction with 721,799 reactions and 888 catalyst types from USPTO. Task: Predict which catalyst facilitates the given reaction. Reactant: [NH2:1][C:2]1[N:6]([CH2:7][CH2:8][OH:9])[N:5]=[CH:4][C:3]=1[NH:10][C:11](=[O:24])[C@@H:12]([OH:23])[CH2:13][CH2:14][NH:15][C:16](=[O:22])[O:17][C:18]([CH3:21])([CH3:20])[CH3:19].[C:25](Cl)([C:38]1[CH:43]=[CH:42][CH:41]=[CH:40][CH:39]=1)([C:32]1[CH:37]=[CH:36][CH:35]=[CH:34][CH:33]=1)[C:26]1[CH:31]=[CH:30][CH:29]=[CH:28][CH:27]=1.C(N(CC)CC)C.O. Product: [OH:23][C@H:12]([C:11]([NH:10][C:3]1[CH:4]=[N:5][N:6]([CH2:7][CH2:8][OH:9])[C:2]=1[NH:1][C:25]([C:26]1[CH:31]=[CH:30][CH:29]=[CH:28][CH:27]=1)([C:38]1[CH:39]=[CH:40][CH:41]=[CH:42][CH:43]=1)[C:32]1[CH:33]=[CH:34][CH:35]=[CH:36][CH:37]=1)=[O:24])[CH2:13][CH2:14][NH:15][C:16](=[O:22])[O:17][C:18]([CH3:21])([CH3:19])[CH3:20]. The catalyst class is: 9.